This data is from Forward reaction prediction with 1.9M reactions from USPTO patents (1976-2016). The task is: Predict the product of the given reaction. Given the reactants [CH2:1]([CH:3]([CH2:21][CH3:22])[CH:4]([NH2:20])[C:5]1[N:9]([S:10]([C:13]2[CH:18]=[CH:17][C:16]([CH3:19])=[CH:15][CH:14]=2)(=[O:12])=[O:11])[N:8]=[CH:7][CH:6]=1)[CH3:2].C(N(CC)CC)C.[Cl:30][C:31]1[S:35][C:34]([S:36](Cl)(=[O:38])=[O:37])=[CH:33][CH:32]=1, predict the reaction product. The product is: [Cl:30][C:31]1[S:35][C:34]([S:36]([NH:20][CH:4]([C:5]2[N:9]([S:10]([C:13]3[CH:14]=[CH:15][C:16]([CH3:19])=[CH:17][CH:18]=3)(=[O:12])=[O:11])[N:8]=[CH:7][CH:6]=2)[CH:3]([CH2:1][CH3:2])[CH2:21][CH3:22])(=[O:38])=[O:37])=[CH:33][CH:32]=1.